This data is from Catalyst prediction with 721,799 reactions and 888 catalyst types from USPTO. The task is: Predict which catalyst facilitates the given reaction. (1) The catalyst class is: 2. Product: [CH3:1][N:2]([CH3:7])[S:3]([N:10]1[CH2:15][CH2:14][CH:13]([O:16][C:17]2[CH:18]=[C:19]3[C:24](=[CH:25][C:26]=2[O:27][CH3:28])[N:23]=[CH:22][N:21]=[C:20]3[NH:29][C:30]2[CH:35]=[CH:34][CH:33]=[C:32]([Cl:36])[C:31]=2[F:37])[CH2:12][CH2:11]1)(=[O:5])=[O:4]. Reactant: [CH3:1][N:2]([CH3:7])[S:3](Cl)(=[O:5])=[O:4].Cl.Cl.[NH:10]1[CH2:15][CH2:14][CH:13]([O:16][C:17]2[CH:18]=[C:19]3[C:24](=[CH:25][C:26]=2[O:27][CH3:28])[N:23]=[CH:22][N:21]=[C:20]3[NH:29][C:30]2[CH:35]=[CH:34][CH:33]=[C:32]([Cl:36])[C:31]=2[F:37])[CH2:12][CH2:11]1.C(N(C(C)C)CC)(C)C. (2) Reactant: [CH2:1]([O:8][C:9]1[C:13]([CH:14]=O)=[CH:12][N:11]([C:16]2[CH:21]=[CH:20][CH:19]=[CH:18][CH:17]=2)[N:10]=1)[C:2]1[CH:7]=[CH:6][CH:5]=[CH:4][CH:3]=1.[Cl-].[S:23]1[CH:27]=[C:26]([CH2:28][P+](C2C=CC=CC=2)(C2C=CC=CC=2)C2C=CC=CC=2)[N:25]=[CH:24]1.C(=O)([O-])[O-].[K+].[K+].CN(C)C=O. Product: [CH2:1]([O:8][C:9]1[C:13](/[CH:14]=[CH:28]\[C:26]2[N:25]=[CH:24][S:23][CH:27]=2)=[CH:12][N:11]([C:16]2[CH:21]=[CH:20][CH:19]=[CH:18][CH:17]=2)[N:10]=1)[C:2]1[CH:7]=[CH:6][CH:5]=[CH:4][CH:3]=1. The catalyst class is: 6. (3) Reactant: [C:1]([O:5][C:6]([NH:8][C@@H:9]1[CH2:14][CH2:13][CH:12]([OH:15])[CH2:11][C@@H:10]1[NH:16][C:17]([O:19][C:20]([CH3:23])([CH3:22])[CH3:21])=[O:18])=[O:7])([CH3:4])([CH3:3])[CH3:2].[C:24](OC(=O)C)(=[O:26])[CH3:25].Cl.C(OCC)(=O)C. Product: [C:24]([O:15][CH:12]1[CH2:13][CH2:14][C@@H:9]([NH:8][C:6]([O:5][C:1]([CH3:4])([CH3:3])[CH3:2])=[O:7])[C@@H:10]([NH:16][C:17]([O:19][C:20]([CH3:23])([CH3:22])[CH3:21])=[O:18])[CH2:11]1)(=[O:26])[CH3:25]. The catalyst class is: 17.